From a dataset of Full USPTO retrosynthesis dataset with 1.9M reactions from patents (1976-2016). Predict the reactants needed to synthesize the given product. (1) Given the product [CH2:38]([C@H:37]([NH:36][C:29](=[O:30])[O:31][C:32]([CH3:33])([CH3:34])[CH3:35])[C:45](=[O:47])[NH:62][C:49]1[CH:50]=[CH:51][C:52]2[O:53][C:54]3[CH2:61][CH2:60][CH2:59][CH2:58][CH2:57][C:55]=3[C:56]=2[CH:48]=1)[C:39]1[CH:40]=[CH:41][CH:42]=[CH:43][CH:44]=1, predict the reactants needed to synthesize it. The reactants are: C(N(CC)CC)C.CN(C)CCCN=C=NCC.ON1C2C=CC=CC=2N=N1.[C:29]([NH:36][C@H:37]([C:45]([OH:47])=O)[CH2:38][C:39]1[CH:44]=[CH:43][CH:42]=[CH:41][CH:40]=1)([O:31][C:32]([CH3:35])([CH3:34])[CH3:33])=[O:30].[CH:48]1[C:56]2[C:55]3[CH2:57][CH2:58][CH2:59][CH2:60][CH2:61][C:54]=3[O:53][C:52]=2[CH:51]=[CH:50][C:49]=1[NH2:62]. (2) Given the product [N:56]1([CH2:39][CH2:38][CH2:37][NH:42][C:30]([C:26]2[C:25]([CH3:33])=[C:24](/[CH:23]=[C:16]3\[C:17](=[O:22])[NH:18][C:19]4[C:15]\3=[CH:14][C:13]([S:10]([CH2:9][C:3]3[C:2]([Cl:1])=[CH:7][CH:6]=[CH:5][C:4]=3[Cl:8])(=[O:12])=[O:11])=[CH:21][CH:20]=4)[NH:28][C:27]=2[CH3:29])=[O:31])[CH2:61][CH2:60][O:59][CH2:58][CH2:57]1, predict the reactants needed to synthesize it. The reactants are: [Cl:1][C:2]1[CH:7]=[CH:6][CH:5]=[C:4]([Cl:8])[C:3]=1[CH2:9][S:10]([C:13]1[CH:14]=[C:15]2[C:19](=[CH:20][CH:21]=1)[NH:18][C:17](=[O:22])/[C:16]/2=[CH:23]\[C:24]1[NH:28][C:27]([CH3:29])=[C:26]([C:30](O)=[O:31])[C:25]=1[CH3:33])(=[O:12])=[O:11].C1C=C[C:37]2[N:42](O)N=N[C:38]=2[CH:39]=1.CCN=C=NCCCN(C)C.Cl.[N:56]1(C(C)CN)[CH2:61][CH2:60][O:59][CH2:58][CH2:57]1. (3) Given the product [F:29][C:30]1[CH:31]=[C:32]([C:7]2[C@:8]3([CH2:24][CH2:23][C@H:22]4[C@@H:13]([CH2:14][CH2:15][C:16]5[CH:17]=[C:18]([C:25]#[N:26])[CH:19]=[CH:20][C:21]=54)[C@@H:10]3[CH2:11][CH:12]=2)[CH3:9])[CH:33]=[N:34][CH:35]=1, predict the reactants needed to synthesize it. The reactants are: FC(F)(F)S(O[C:7]1[C@:8]2([CH2:24][CH2:23][C@H:22]3[C@@H:13]([CH2:14][CH2:15][C:16]4[CH:17]=[C:18]([C:25]#[N:26])[CH:19]=[CH:20][C:21]=43)[C@@H:10]2[CH2:11][CH:12]=1)[CH3:9])(=O)=O.[F:29][C:30]1[CH:31]=[C:32](B(O)O)[CH:33]=[N:34][CH:35]=1.[Cl-].[Li+].C(=O)([O-])[O-].[Na+].[Na+].